From a dataset of Forward reaction prediction with 1.9M reactions from USPTO patents (1976-2016). Predict the product of the given reaction. (1) The product is: [F:39][CH:2]([F:1])[O:3][C:4]1[CH:5]=[C:6]([CH:14]([C:23]2[CH:28]=[CH:27][C:26]([C:29]([OH:38])([C:34]([F:37])([F:35])[F:36])[C:30]([F:31])([F:33])[F:32])=[CH:25][CH:24]=2)[CH2:15][C:16]2[CH:21]=[CH:20][C:19](=[O:50])[NH:18][CH:17]=2)[CH:7]=[CH:8][C:9]=1[O:10][CH:11]([F:12])[F:13]. Given the reactants [F:1][CH:2]([F:39])[O:3][C:4]1[CH:5]=[C:6]([CH:14]([C:23]2[CH:28]=[CH:27][C:26]([C:29]([OH:38])([C:34]([F:37])([F:36])[F:35])[C:30]([F:33])([F:32])[F:31])=[CH:25][CH:24]=2)[CH2:15][C:16]2[CH:17]=[N+:18]([O-])[CH:19]=[CH:20][CH:21]=2)[CH:7]=[CH:8][C:9]=1[O:10][CH:11]([F:13])[F:12].C(N(CC)CC)C.FC(F)(F)C(OC(=O)C(F)(F)F)=[O:50], predict the reaction product. (2) The product is: [C:1]([NH:4][C@@H:5]1[CH2:10][C@H:9]([NH:33][C:29]([CH3:32])([CH3:31])[CH3:30])[CH2:8][CH2:7][C@@H:6]1[N:12]1[CH2:16][CH2:15][C@H:14]([NH:17][C:18](=[O:27])[O:19][CH2:20][C:21]2[CH:22]=[CH:23][CH:24]=[CH:25][CH:26]=2)[C:13]1=[O:28])(=[O:3])[CH3:2]. Given the reactants [C:1]([NH:4][C@@H:5]1[CH2:10][C:9](=O)[CH2:8][CH2:7][C@@H:6]1[N:12]1[CH2:16][CH2:15][C@H:14]([NH:17][C:18](=[O:27])[O:19][CH2:20][C:21]2[CH:26]=[CH:25][CH:24]=[CH:23][CH:22]=2)[C:13]1=[O:28])(=[O:3])[CH3:2].[C:29]([NH2:33])([CH3:32])([CH3:31])[CH3:30].S(C)C, predict the reaction product.